From a dataset of Forward reaction prediction with 1.9M reactions from USPTO patents (1976-2016). Predict the product of the given reaction. (1) Given the reactants Cl.Cl.[NH2:3][CH2:4][C:5]([C:7]1[N:8]=[CH:9][N:10]([CH2:13][C:14]2[CH:19]=[CH:18][CH:17]=[CH:16][CH:15]=2)[C:11]=1[NH2:12])=[O:6].[OH-].[Na+], predict the reaction product. The product is: [NH2:3][CH2:4][C:5]([C:7]1[N:8]=[CH:9][N:10]([CH2:13][C:14]2[CH:19]=[CH:18][CH:17]=[CH:16][CH:15]=2)[C:11]=1[NH2:12])=[O:6]. (2) Given the reactants [CH2:1]([O:6][C:7]1[CH:12]=[CH:11][C:10]([C:13]2[O:17][N:16]=[C:15]([C:18]3[CH:26]=[CH:25][C:21]([C:22]([O-:24])=[O:23])=[CH:20][CH:19]=3)[CH:14]=2)=[CH:9][CH:8]=1)[CH2:2][CH2:3][CH2:4][CH3:5].[K+].O1CCCC1.Cl, predict the reaction product. The product is: [CH2:1]([O:6][C:7]1[CH:8]=[CH:9][C:10]([C:13]2[O:17][N:16]=[C:15]([C:18]3[CH:19]=[CH:20][C:21]([C:22]([OH:24])=[O:23])=[CH:25][CH:26]=3)[CH:14]=2)=[CH:11][CH:12]=1)[CH2:2][CH2:3][CH2:4][CH3:5]. (3) Given the reactants F[C:2]1[C:7]([N+:8]([O-:10])=[O:9])=[CH:6][CH:5]=[C:4]([CH3:11])[N:3]=1.[Cl:12][C:13]1[CH:36]=[CH:35][CH:34]=[CH:33][C:14]=1[CH2:15][N:16]1[C:20]2[CH:21]=[CH:22][C:23]([F:25])=[CH:24][C:19]=2[N:18]([CH:26]2[CH2:31][CH2:30][NH:29][CH2:28][CH2:27]2)[C:17]1=[NH:32].C(=O)([O-])[O-].[Cs+].[Cs+].C(=O)(O)[O-].[Na+], predict the reaction product. The product is: [Cl:12][C:13]1[CH:36]=[CH:35][CH:34]=[CH:33][C:14]=1[CH2:15][N:16]1[C:20]2[CH:21]=[CH:22][C:23]([F:25])=[CH:24][C:19]=2[N:18]([CH:26]2[CH2:27][CH2:28][N:29]([C:2]3[C:7]([N+:8]([O-:10])=[O:9])=[CH:6][CH:5]=[C:4]([CH3:11])[N:3]=3)[CH2:30][CH2:31]2)[C:17]1=[NH:32]. (4) Given the reactants [Si:1]([O-:5])([O-:4])([O-:3])[O-:2].[Na+:6].[Na+].[Na+].[Na+], predict the reaction product. The product is: [Si:1]([O-:5])([O-:4])([O-:3])[O-:2].[Na+:6].[Na+:6].[Na+:6].[Na+:6].[OH-:2].[Na+:6].